The task is: Predict the reactants needed to synthesize the given product.. This data is from Full USPTO retrosynthesis dataset with 1.9M reactions from patents (1976-2016). (1) Given the product [CH3:8][O:9][C:10]([C:12]1[S:13][C:14]([C:21]#[C:20][CH2:19][CH2:18][OH:22])=[CH:15][CH:16]=1)=[O:11], predict the reactants needed to synthesize it. The reactants are: C(N(CC)CC)C.[CH3:8][O:9][C:10]([C:12]1[S:13][C:14](Br)=[CH:15][CH:16]=1)=[O:11].[CH2:18]([OH:22])[CH2:19][C:20]#[CH:21]. (2) Given the product [C:1]([NH:5][C:6]1[C:15]([CH2:16][CH:17]([CH3:23])[C:18]([OH:20])=[O:19])=[CH:14][C:13]2[C:8](=[CH:9][CH:10]=[C:11]([C:24]3[CH:29]=[CH:28][CH:27]=[CH:26][C:25]=3[CH3:30])[CH:12]=2)[N:7]=1)([CH3:4])([CH3:2])[CH3:3], predict the reactants needed to synthesize it. The reactants are: [C:1]([NH:5][C:6]1[C:15]([CH2:16][CH:17]([CH3:23])[C:18]([O:20]CC)=[O:19])=[CH:14][C:13]2[C:8](=[CH:9][CH:10]=[C:11]([C:24]3[CH:29]=[CH:28][CH:27]=[CH:26][C:25]=3[CH3:30])[CH:12]=2)[N:7]=1)([CH3:4])([CH3:3])[CH3:2].[OH-].[Na+].Cl. (3) Given the product [OH:13][CH:3]([CH2:4][OH:18])[CH2:2][CH2:1][C:5]1[CH:10]=[CH:9][N:8]=[C:7]([C:11]#[N:12])[CH:6]=1, predict the reactants needed to synthesize it. The reactants are: [CH2:1]([C:5]1[CH:10]=[CH:9][N:8]=[C:7]([C:11]#[N:12])[CH:6]=1)[CH2:2][CH:3]=[CH2:4].[OH2:13].C[N+]1([O-])CC[O:18]CC1.[O-]S([O-])(=S)=O.[Na+].[Na+]. (4) Given the product [CH3:10][N:11]1[CH2:16][CH2:15][CH2:14][CH:13]([O:17][C:2]2[CH:9]=[CH:8][CH:7]=[CH:6][C:3]=2[C:4]#[N:5])[CH2:12]1, predict the reactants needed to synthesize it. The reactants are: F[C:2]1[CH:9]=[CH:8][CH:7]=[CH:6][C:3]=1[C:4]#[N:5].[CH3:10][N:11]1[CH2:16][CH2:15][CH2:14][CH:13]([OH:17])[CH2:12]1. (5) Given the product [F:23][C:20]([F:21])([F:22])[C:18]1[CH:19]=[C:14]([CH:15]=[C:16]([C:24]([F:25])([F:27])[F:26])[CH:17]=1)[C:13]([N:10]1[CH2:9][C@@:8]([CH2:7][CH2:6][N:37]2[CH2:42][CH2:41][C:40]3([C:50]4[C:45](=[CH:46][CH:47]=[CH:48][CH:49]=4)[CH2:44][C@@H:43]3[O:51][CH2:52][C:53]([O:55][CH2:56][CH3:57])=[O:54])[CH2:39][CH2:38]2)([C:29]2[CH:34]=[CH:33][C:32]([F:35])=[C:31]([Br:36])[CH:30]=2)[O:12][CH2:11]1)=[O:28], predict the reactants needed to synthesize it. The reactants are: CS(O[CH2:6][CH2:7][C@:8]1([C:29]2[CH:34]=[CH:33][C:32]([F:35])=[C:31]([Br:36])[CH:30]=2)[O:12][CH2:11][N:10]([C:13](=[O:28])[C:14]2[CH:19]=[C:18]([C:20]([F:23])([F:22])[F:21])[CH:17]=[C:16]([C:24]([F:27])([F:26])[F:25])[CH:15]=2)[CH2:9]1)(=O)=O.[NH:37]1[CH2:42][CH2:41][C:40]2([C:50]3[C:45](=[CH:46][CH:47]=[CH:48][CH:49]=3)[CH2:44][C@@H:43]2[O:51][CH2:52][C:53]([O:55][CH2:56][CH3:57])=[O:54])[CH2:39][CH2:38]1. (6) Given the product [C:12]([C:16]1[CH:17]=[CH:18][C:19]([CH2:22][C:23]2[C:24]([C:39]3[CH:40]=[CH:41][C:42]([F:45])=[CH:43][CH:44]=3)=[C:25]3[C:30](=[CH:31][C:32]=2[CH:33]([CH3:35])[CH3:34])[O:29][C:28]([CH3:36])([CH3:37])[CH2:27][C@@H:26]3[OH:38])=[CH:20][CH:21]=1)([CH3:14])([CH3:15])[CH3:13], predict the reactants needed to synthesize it. The reactants are: N[C@@H]1C2C(=CC=CC=2)C[C@@H]1O.[C:12]([C:16]1[CH:21]=[CH:20][C:19]([CH:22](F)[C:23]2[C:24]([C:39]3[CH:44]=[CH:43][C:42]([F:45])=[CH:41][CH:40]=3)=[C:25]3[C:30](=[CH:31][C:32]=2[CH:33]([CH3:35])[CH3:34])[O:29][C:28]([CH3:37])([CH3:36])[CH2:27][C:26]3=[O:38])=[CH:18][CH:17]=1)([CH3:15])([CH3:14])[CH3:13].CO. (7) Given the product [CH3:1][CH:2]([C:16]([OH:18])=[O:17])[C:3]1[CH:4]=[CH:5][C:6]([C:10]2[CH:15]=[CH:14][CH:13]=[CH:12][CH:11]=2)=[C:7]([F:9])[CH:8]=1.[N:19]1[CH:24]=[CH:23][C:22]([CH:25]=[CH:26][C:27]2[CH:28]=[CH:29][N:30]=[CH:31][CH:32]=2)=[CH:21][CH:20]=1, predict the reactants needed to synthesize it. The reactants are: [CH3:1][CH:2]([C:16]([OH:18])=[O:17])[C:3]1[CH:4]=[CH:5][C:6]([C:10]2[CH:11]=[CH:12][CH:13]=[CH:14][CH:15]=2)=[C:7]([F:9])[CH:8]=1.[N:19]1[CH:24]=[CH:23][C:22](/[CH:25]=[CH:26]/[C:27]2[CH:32]=[CH:31][N:30]=[CH:29][CH:28]=2)=[CH:21][CH:20]=1. (8) Given the product [CH2:10]([O:18][C:1](=[O:3])[CH2:15][C@H:14]([OH:16])[CH2:13][O:12][CH3:11])[CH3:5], predict the reactants needed to synthesize it. The reactants are: [CH2:1]([OH:3])C.N[C:5]1[CH:10]=CN=CC=1.[CH3:11][O:12][CH2:13][C@H:14]1[O:16][CH2:15]1.[C]=[O:18]. (9) Given the product [CH2:1]([O:8][C:9]1[C:18]2[C:13](=[CH:14][C:15]([O:32][CH:28]3[CH2:29][CH2:30][CH2:31][CH:24]([NH2:23])[CH2:25][CH2:26][CH2:27]3)=[C:16]([Cl:19])[CH:17]=2)[CH:12]=[CH:11][N:10]=1)[C:2]1[CH:7]=[CH:6][CH:5]=[CH:4][CH:3]=1, predict the reactants needed to synthesize it. The reactants are: [CH2:1]([O:8][C:9]1[C:18]2[C:13](=[CH:14][C:15](F)=[C:16]([Cl:19])[CH:17]=2)[CH:12]=[CH:11][N:10]=1)[C:2]1[CH:7]=[CH:6][CH:5]=[CH:4][CH:3]=1.[H-].[Na+].[NH2:23][CH:24]1[CH2:31][CH2:30][CH2:29][CH:28]([OH:32])[CH2:27][CH2:26][CH2:25]1.C(OC1C2C(=CC(OC3CC(N)C3)=C(Cl)C=2)C=CN=1)C1C=CC=CC=1.